Dataset: CYP2D6 inhibition data for predicting drug metabolism from PubChem BioAssay. Task: Regression/Classification. Given a drug SMILES string, predict its absorption, distribution, metabolism, or excretion properties. Task type varies by dataset: regression for continuous measurements (e.g., permeability, clearance, half-life) or binary classification for categorical outcomes (e.g., BBB penetration, CYP inhibition). Dataset: cyp2d6_veith. The compound is CCN1C[C@]2(COC(=O)c3ccccc3N3C(=O)C[C@H](C)C3=O)CC[C@H](OC)[C@@]34[C@H]2[C@H](OC)[C@@](O)([C@@H]13)[C@@]1(O)C[C@H](OC)[C@H]2C[C@@H]4[C@H]1[C@H]2OC. The result is 0 (non-inhibitor).